From a dataset of Reaction yield outcomes from USPTO patents with 853,638 reactions. Predict the reaction yield, written as a fraction of the theoretical maximum amount of product (1.0 means a 100% yield; for example, 0.34 means a 34% yield). The reactants are O.[NH2:2][NH2:3].[CH2:4]([O:6][C:7](=[O:21])[C:8](=O)[CH2:9][C:10](=O)[CH2:11][O:12][C:13]1[CH:18]=[CH:17][CH:16]=[CH:15][CH:14]=1)[CH3:5]. The catalyst is CCO. The product is [CH2:4]([O:6][C:7]([C:8]1[NH:2][N:3]=[C:10]([CH2:11][O:12][C:13]2[CH:18]=[CH:17][CH:16]=[CH:15][CH:14]=2)[CH:9]=1)=[O:21])[CH3:5]. The yield is 0.980.